Task: Predict the product of the given reaction.. Dataset: Forward reaction prediction with 1.9M reactions from USPTO patents (1976-2016) (1) Given the reactants F[C:2]1[CH:7]=[C:6]([F:8])[CH:5]=[CH:4][C:3]=1[C:9]1[N:14]=[CH:13][N:12]=[C:11]([NH:15][C:16]2[CH:21]=[CH:20][CH:19]=[C:18]([CH2:22][S:23]([CH3:26])(=[O:25])=[O:24])[CH:17]=2)[N:10]=1.[C:27]1([C@H:33]([OH:35])[CH3:34])[CH:32]=[CH:31][CH:30]=[CH:29][CH:28]=1, predict the reaction product. The product is: [F:8][C:6]1[CH:5]=[CH:4][C:3]([C:9]2[N:14]=[CH:13][N:12]=[C:11]([NH:15][C:16]3[CH:21]=[CH:20][CH:19]=[C:18]([CH2:22][S:23]([CH3:26])(=[O:25])=[O:24])[CH:17]=3)[N:10]=2)=[C:2]([O:35][C@@H:33]([C:27]2[CH:32]=[CH:31][CH:30]=[CH:29][CH:28]=2)[CH3:34])[CH:7]=1. (2) Given the reactants [Cl:1][C:2]1[CH:34]=[CH:33][C:5]([CH2:6][O:7][C:8](=[O:32])[N:9]([CH2:30][CH3:31])[CH2:10][C:11]2[CH:16]=[C:15]([C:17]([F:20])([F:19])[F:18])[CH:14]=[CH:13][C:12]=2B2OC(C)(C)C(C)(C)O2)=[CH:4][CH:3]=1.[CH3:35][O:36][C:37](=[O:57])[CH2:38][C:39]1[CH:44]=[C:43]([C:45]([F:48])([F:47])[F:46])[CH:42]=[C:41](OS(C(F)(F)F)(=O)=O)[CH:40]=1, predict the reaction product. The product is: [CH3:35][O:36][C:37](=[O:57])[CH2:38][C:39]1[CH:40]=[C:41]([C:12]2[CH:13]=[CH:14][C:15]([C:17]([F:18])([F:19])[F:20])=[CH:16][C:11]=2[CH2:10][N:9]([C:8]([O:7][CH2:6][C:5]2[CH:33]=[CH:34][C:2]([Cl:1])=[CH:3][CH:4]=2)=[O:32])[CH2:30][CH3:31])[CH:42]=[C:43]([C:45]([F:47])([F:46])[F:48])[CH:44]=1. (3) Given the reactants [CH2:1]([C:5]1[N:6]=[C:7]([CH3:27])[NH:8][C:9](=[O:26])[C:10]=1[CH2:11][C:12]1[CH:17]=[CH:16][C:15]([C:18]2[C:19]([C:24]#[N:25])=[CH:20][CH:21]=[CH:22][CH:23]=2)=[CH:14][CH:13]=1)[CH2:2][CH2:3][CH3:4].N(C(N1CCCCC1)=O)=NC(N1CCCCC1)=O.C(P(CCCC)CCCC)CCC.[S:59]1[C:63]2[CH:64]=[CH:65][CH:66]=[CH:67][C:62]=2[N:61]=[C:60]1[CH2:68]O, predict the reaction product. The product is: [S:59]1[C:63]2[CH:64]=[CH:65][CH:66]=[CH:67][C:62]=2[N:61]=[C:60]1[CH2:68][N:8]1[C:9](=[O:26])[C:10]([CH2:11][C:12]2[CH:17]=[CH:16][C:15]([C:18]3[C:19]([C:24]#[N:25])=[CH:20][CH:21]=[CH:22][CH:23]=3)=[CH:14][CH:13]=2)=[C:5]([CH2:1][CH2:2][CH2:3][CH3:4])[N:6]=[C:7]1[CH3:27]. (4) Given the reactants C(OC([N:8]1[CH2:37][CH2:36][C:11]2([C:16](=[O:17])[N:15]([C:18]3[C:19]([CH3:35])=[N:20][C:21]([N:24]4[CH2:28][CH2:27][C@@H:26]([N:29]5[CH2:33][CH2:32][CH2:31][C@@H:30]5[CH3:34])[CH2:25]4)=[CH:22][CH:23]=3)[CH2:14][CH2:13][CH2:12]2)[CH2:10][CH2:9]1)=O)(C)(C)C.[ClH:38], predict the reaction product. The product is: [ClH:38].[CH3:35][C:19]1[C:18]([N:15]2[CH2:14][CH2:13][CH2:12][C:11]3([CH2:10][CH2:9][NH:8][CH2:37][CH2:36]3)[C:16]2=[O:17])=[CH:23][CH:22]=[C:21]([N:24]2[CH2:28][CH2:27][C@@H:26]([N:29]3[CH2:33][CH2:32][CH2:31][C@@H:30]3[CH3:34])[CH2:25]2)[N:20]=1. (5) Given the reactants [NH2:1][C:2]1[CH:7]=[CH:6][CH:5]=[CH:4][CH:3]=1.C([O-])([O-])=O.[Cs+].[Cs+].[Br:14][C:15]1[CH:16]=[C:17]([O:29][C:30]2[CH:35]=[CH:34][CH:33]=[CH:32][CH:31]=2)[C:18]([NH:21][C:22]2[S:23][CH:24]=[C:25]([CH2:27]Cl)[N:26]=2)=[N:19][CH:20]=1, predict the reaction product. The product is: [Br:14][C:15]1[CH:16]=[C:17]([O:29][C:30]2[CH:31]=[CH:32][CH:33]=[CH:34][CH:35]=2)[C:18]([NH:21][C:22]2[S:23][CH:24]=[C:25]([CH2:27][NH:1][C:2]3[CH:7]=[CH:6][CH:5]=[CH:4][CH:3]=3)[N:26]=2)=[N:19][CH:20]=1.